This data is from Reaction yield outcomes from USPTO patents with 853,638 reactions. The task is: Predict the reaction yield, written as a fraction of the theoretical maximum amount of product (1.0 means a 100% yield; for example, 0.34 means a 34% yield). (1) The reactants are C(=O)([O-])[O-].[Cs+].[Cs+].[OH:7][C:8]1[CH:15]=[C:14]([CH3:16])[C:11]([C:12]#[N:13])=[C:10]([CH3:17])[CH:9]=1.Br[CH2:19][C:20]([CH:22]1[CH2:24][CH2:23]1)=[O:21]. The catalyst is CC(C)=O. The product is [CH:22]1([C:20](=[O:21])[CH2:19][O:7][C:8]2[CH:9]=[C:10]([CH3:17])[C:11]([C:12]#[N:13])=[C:14]([CH3:16])[CH:15]=2)[CH2:24][CH2:23]1. The yield is 0.640. (2) The reactants are [CH2:1]1[C:9]2[C:4](=[CH:5][CH:6]=[C:7]([C:10]3([C:13]#N)[CH2:12][CH2:11]3)[CH:8]=2)[CH2:3][CH2:2]1.[OH-:15].[Na+].Cl.C[OH:19]. No catalyst specified. The product is [CH2:1]1[C:9]2[C:4](=[CH:5][CH:6]=[C:7]([C:10]3([C:13]([OH:19])=[O:15])[CH2:12][CH2:11]3)[CH:8]=2)[CH2:3][CH2:2]1. The yield is 0.470.